This data is from Full USPTO retrosynthesis dataset with 1.9M reactions from patents (1976-2016). The task is: Predict the reactants needed to synthesize the given product. Given the product [CH3:1][N:2]1[C:6]2=[N:7][CH:8]=[CH:9][N:10]=[C:5]2[C:4]([C:19]([OH:21])=[O:20])=[C:3]1[C:11]1[CH:12]=[CH:13][CH:14]=[CH:15][CH:16]=1, predict the reactants needed to synthesize it. The reactants are: [CH3:1][N:2]1[C:6]2=[N:7][CH:8]=[CH:9][N:10]=[C:5]2[CH:4]=[C:3]1[C:11]1[CH:16]=[CH:15][CH:14]=[CH:13][CH:12]=1.FC(F)(F)[C:19]([O:21]C(=O)C(F)(F)F)=[O:20].